This data is from Catalyst prediction with 721,799 reactions and 888 catalyst types from USPTO. The task is: Predict which catalyst facilitates the given reaction. (1) Reactant: Br[CH:2]1[C:7](=O)[CH2:6][CH2:5][CH2:4][CH:3]1[C:9]([O:11][CH3:12])=[O:10].[NH2:13][C:14]([NH2:16])=[S:15]. Product: [NH2:16][C:14]1[S:15][C:2]2[CH:3]([C:9]([O:11][CH3:12])=[O:10])[CH2:4][CH2:5][CH2:6][C:7]=2[N:13]=1. The catalyst class is: 14. (2) Reactant: [Cl:1][C:2]1[CH:3]=[C:4]([CH:8]2[C:12]([C:15]3[CH:20]=[CH:19][C:18]([Cl:21])=[CH:17][CH:16]=3)([C:13]#[N:14])[CH:11]([CH2:22][C:23]([CH3:26])([CH3:25])[CH3:24])[NH:10][CH:9]2[C:27]([OH:29])=O)[CH:5]=[CH:6][CH:7]=1.[N:30]1([CH2:36][CH2:37][NH2:38])[CH2:35][CH2:34][NH:33][CH2:32][CH2:31]1.CN(C(ON1N=NC2C=CC=NC1=2)=[N+](C)C)C.F[P-](F)(F)(F)(F)F.CCN(C(C)C)C(C)C. Product: [N:30]1([CH2:36][CH2:37][NH:38][C:27]([CH:9]2[CH:8]([C:4]3[CH:5]=[CH:6][CH:7]=[C:2]([Cl:1])[CH:3]=3)[C:12]([C:15]3[CH:16]=[CH:17][C:18]([Cl:21])=[CH:19][CH:20]=3)([C:13]#[N:14])[CH:11]([CH2:22][C:23]([CH3:26])([CH3:25])[CH3:24])[NH:10]2)=[O:29])[CH2:35][CH2:34][NH:33][CH2:32][CH2:31]1. The catalyst class is: 2.